Dataset: Forward reaction prediction with 1.9M reactions from USPTO patents (1976-2016). Task: Predict the product of the given reaction. Given the reactants [OH:1]OS([O-])=O.[K+].[C:7]([C:9]1[CH:10]=[N:11][NH:12][C:13]=1[C:14]1[CH:19]=[CH:18][N:17]=[C:16]([S:20][CH3:21])[N:15]=1)#[N:8], predict the reaction product. The product is: [C:7]([C:9]1[CH:10]=[N:11][NH:12][C:13]=1[C:14]1[CH:19]=[CH:18][N:17]=[C:16]([S:20]([CH3:21])=[O:1])[N:15]=1)#[N:8].